From a dataset of Full USPTO retrosynthesis dataset with 1.9M reactions from patents (1976-2016). Predict the reactants needed to synthesize the given product. (1) Given the product [F:15][C:16]1[CH:17]=[CH:18][CH:19]=[CH:20][C:21]=1[C:2]1[CH:11]=[CH:10][C:5]([C:6]([O:8][CH3:9])=[O:7])=[CH:4][C:3]=1[CH2:12][O:13][CH3:14], predict the reactants needed to synthesize it. The reactants are: Br[C:2]1[CH:11]=[CH:10][C:5]([C:6]([O:8][CH3:9])=[O:7])=[CH:4][C:3]=1[CH2:12][O:13][CH3:14].[F:15][C:16]1[C:17](C)=[C:18](C2C=CC(C(O)=O)=CC=2COC)[CH:19]=[CH:20][CH:21]=1.FC1C=CC=CC=1B(O)O.C(=O)([O-])[O-].[K+].[K+]. (2) Given the product [CH3:1][O:2][C:3]1[C:10]([CH3:11])=[C:9]([CH3:12])[C:8]([O:13][CH3:14])=[C:7]([CH3:15])[C:4]=1[CH:5]([OH:6])[CH2:18][CH:17]=[CH2:16], predict the reactants needed to synthesize it. The reactants are: [CH3:1][O:2][C:3]1[C:10]([CH3:11])=[C:9]([CH3:12])[C:8]([O:13][CH3:14])=[C:7]([CH3:15])[C:4]=1[CH:5]=[O:6].[CH2:16]([Mg]Br)[CH:17]=[CH2:18].